Task: Predict the product of the given reaction.. Dataset: Forward reaction prediction with 1.9M reactions from USPTO patents (1976-2016) Given the reactants [C:1]([NH:4][C:5]1[CH:6]=[CH:7][C:8]([N+:15]([O-:17])=[O:16])=[C:9]([O:11]C(=O)C)[CH:10]=1)(=[O:3])[CH3:2].C(=O)([O-])[O-].[K+].[K+], predict the reaction product. The product is: [OH:11][C:9]1[CH:10]=[C:5]([NH:4][C:1](=[O:3])[CH3:2])[CH:6]=[CH:7][C:8]=1[N+:15]([O-:17])=[O:16].